The task is: Regression. Given a peptide amino acid sequence and an MHC pseudo amino acid sequence, predict their binding affinity value. This is MHC class I binding data.. This data is from Peptide-MHC class I binding affinity with 185,985 pairs from IEDB/IMGT. (1) The peptide sequence is WRNATIPL. The MHC is Mamu-B08 with pseudo-sequence Mamu-B08. The binding affinity (normalized) is 0.715. (2) The peptide sequence is HSIPLRQSVK. The MHC is HLA-A68:01 with pseudo-sequence HLA-A68:01. The binding affinity (normalized) is 0.648. (3) The peptide sequence is GLEWNDNTV. The binding affinity (normalized) is 0.0641. The MHC is H-2-Db with pseudo-sequence H-2-Db. (4) The peptide sequence is RLHSNTILK. The MHC is HLA-B15:01 with pseudo-sequence HLA-B15:01. The binding affinity (normalized) is 0.288. (5) The binding affinity (normalized) is 0.0847. The peptide sequence is LPPERRQPF. The MHC is HLA-B15:01 with pseudo-sequence HLA-B15:01. (6) The peptide sequence is FLKEEGGL. The MHC is HLA-B35:01 with pseudo-sequence HLA-B35:01. The binding affinity (normalized) is 0.128. (7) The peptide sequence is QELKNSAVSL. The MHC is HLA-B40:01 with pseudo-sequence HLA-B40:01. The binding affinity (normalized) is 0.769. (8) The peptide sequence is DEMVCKWLL. The MHC is HLA-B15:01 with pseudo-sequence HLA-B15:01. The binding affinity (normalized) is 0.0847.